From a dataset of Forward reaction prediction with 1.9M reactions from USPTO patents (1976-2016). Predict the product of the given reaction. (1) The product is: [CH2:48]([N:49]([CH2:29][C:28]1[CH:32]=[CH:33][C:34]([O:35][CH2:36][CH2:37][N:38]2[CH2:43][CH2:42][CH2:41][CH2:40][CH2:39]2)=[C:26]([F:25])[CH:27]=1)[C:50]1[CH:55]=[C:54]([O:56][CH3:57])[CH:53]=[CH:52][C:51]=1[CH:58]1[CH2:67][CH2:66][C:65]2[C:60](=[CH:61][CH:62]=[C:63]([O:68][CH3:69])[CH:64]=2)[C:59]1([CH3:70])[CH3:71])[CH3:47]. Given the reactants COC1C=CC(C2CCC3C(=CC=C(OC)C=3)C2(C)C)=C(N)C=1.Cl.[F:25][C:26]1[CH:27]=[C:28]([CH:32]=[CH:33][C:34]=1[O:35][CH2:36][CH2:37][N:38]1[CH2:43][CH2:42][CH2:41][CH2:40][CH2:39]1)[C:29](O)=O.FC1C=[C:47](C=CC=1OCCN1CCCCC1)[CH2:48][NH:49][C:50]1[CH:55]=[C:54]([O:56][CH3:57])[CH:53]=[CH:52][C:51]=1[CH:58]1[CH2:67][CH2:66][C:65]2[C:60](=[CH:61][CH:62]=[C:63]([O:68][CH3:69])[CH:64]=2)[C:59]1([CH3:71])[CH3:70], predict the reaction product. (2) Given the reactants [Cl:1][C:2]1[CH:7]=[CH:6][C:5]([C:8]2[C:13]([CH:14]([CH2:19][CH2:20][CH3:21])[C:15]([O:17]C)=[O:16])=[C:12]([CH3:22])[N:11]=[C:10]([C:23]3[CH:28]=[CH:27][CH:26]=[CH:25][CH:24]=3)[N:9]=2)=[C:4]([O:29]C)[CH:3]=1.B(Br)(Br)Br, predict the reaction product. The product is: [Cl:1][C:2]1[CH:7]=[CH:6][C:5]([C:8]2[C:13]([CH:14]([CH2:19][CH2:20][CH3:21])[C:15]([OH:17])=[O:16])=[C:12]([CH3:22])[N:11]=[C:10]([C:23]3[CH:24]=[CH:25][CH:26]=[CH:27][CH:28]=3)[N:9]=2)=[C:4]([OH:29])[CH:3]=1. (3) Given the reactants C[O:2][C:3]([CH:5]1[CH2:13][C:12]2[C:7](=[CH:8][CH:9]=[CH:10][C:11]=2[S:14]([N:17]2[C@H:22]([CH3:23])[CH2:21][N:20]([CH2:24][C:25]3[CH:30]=[CH:29][C:28]([C:31]([F:34])([F:33])[F:32])=[C:27]([F:35])[CH:26]=3)[CH2:19][C@@H:18]2[CH3:36])(=[O:16])=[O:15])[CH2:6]1)=[O:4].[Li+].[OH-], predict the reaction product. The product is: [F:35][C:27]1[CH:26]=[C:25]([CH:30]=[CH:29][C:28]=1[C:31]([F:34])([F:32])[F:33])[CH2:24][N:20]1[CH2:21][C@@H:22]([CH3:23])[N:17]([S:14]([C:11]2[CH:10]=[CH:9][CH:8]=[C:7]3[C:12]=2[CH2:13][CH:5]([C:3]([OH:4])=[O:2])[CH2:6]3)(=[O:15])=[O:16])[C@@H:18]([CH3:36])[CH2:19]1. (4) Given the reactants [CH3:1][O:2][C:3]([CH2:5][C@@H:6]([CH2:26]C(C)C)[C:7]([NH:9][CH:10]([C:14]1[CH:19]=[CH:18][C:17]([C:20]2[CH:25]=[CH:24][CH:23]=[CH:22][CH:21]=2)=[CH:16][CH:15]=1)[C:11]([OH:13])=O)=[O:8])=[O:4].[CH2:30](Cl)[CH2:31]Cl.[CH:34]1[CH:35]=[CH:36][C:37]2[N:42](O)N=[N:40][C:38]=2[CH:39]=1.[CH3:44]N1CCOCC1, predict the reaction product. The product is: [CH3:44][CH:30]([CH3:31])[CH2:26][C@@H:6]([C:7](=[O:8])[NH:9][CH:10]([C:14]1[CH:15]=[CH:16][C:17]([C:20]2[CH:25]=[CH:24][CH:23]=[CH:22][CH:21]=2)=[CH:18][CH:19]=1)[C:11](=[O:13])[NH:42][CH2:37][C:36]1[CH:35]=[CH:34][CH:39]=[CH:38][N:40]=1)[CH2:5][C:3]([O:2][CH3:1])=[O:4]. (5) Given the reactants C(=O)([O-])O.[Na+].Cl[C:7]1[N:12]=[CH:11][C:10]([C:13]([O:15]C)=[O:14])=[CH:9][N:8]=1.CC1(C)C(C)(C)OB([C:25]2[CH2:30][CH2:29][N:28]([C:31]([O:33][C:34]([CH3:37])([CH3:36])[CH3:35])=[O:32])[CH2:27][CH:26]=2)O1.C1(P(C2C=CC=CC=2)C2C=CC=CC=2)C=CC=CC=1, predict the reaction product. The product is: [C:34]([O:33][C:31]([N:28]1[CH2:27][CH:26]=[C:25]([C:7]2[N:8]=[CH:9][C:10]([C:13]([OH:15])=[O:14])=[CH:11][N:12]=2)[CH2:30][CH2:29]1)=[O:32])([CH3:37])([CH3:35])[CH3:36]. (6) The product is: [C:1]([C:3]1[CH:4]=[C:5]([CH:10]=[CH:11][C:12]=1[CH2:13][CH3:14])[C:6]([OH:8])=[O:7])#[N:2]. Given the reactants [C:1]([C:3]1[CH:4]=[C:5]([CH:10]=[CH:11][C:12]=1[CH2:13][CH3:14])[C:6]([O:8]C)=[O:7])#[N:2].[OH-].[Na+], predict the reaction product.